Dataset: Peptide-MHC class I binding affinity with 185,985 pairs from IEDB/IMGT. Task: Regression. Given a peptide amino acid sequence and an MHC pseudo amino acid sequence, predict their binding affinity value. This is MHC class I binding data. (1) The peptide sequence is LPADPASVL. The MHC is HLA-A11:01 with pseudo-sequence HLA-A11:01. The binding affinity (normalized) is 0.0847. (2) The peptide sequence is PILPKLFIL. The MHC is HLA-B58:01 with pseudo-sequence HLA-B58:01. The binding affinity (normalized) is 0.0847. (3) The peptide sequence is YPLASLRSLF. The MHC is HLA-A30:01 with pseudo-sequence HLA-A30:01. The binding affinity (normalized) is 0. (4) The MHC is HLA-A02:01 with pseudo-sequence HLA-A02:01. The binding affinity (normalized) is 0.0847. The peptide sequence is ETMKPAAMV.